Dataset: Forward reaction prediction with 1.9M reactions from USPTO patents (1976-2016). Task: Predict the product of the given reaction. Given the reactants [F:1][C:2]1[C:7]([F:8])=[CH:6][CH:5]=[CH:4][C:3]=1[C:9]1[N:17]=[C:12]2[CH:13]=[N:14][NH:15][CH:16]=[C:11]2[N:10]=1.Cl[CH2:19][C:20]1[O:24][N:23]=[C:22]([C:25]2[CH:30]=[CH:29][C:28]([O:31][CH:32]([F:34])[F:33])=[C:27]([O:35][CH3:36])[CH:26]=2)[CH:21]=1, predict the reaction product. The product is: [F:34][CH:32]([F:33])[O:31][C:28]1[CH:29]=[CH:30][C:25]([C:22]2[CH:21]=[C:20]([CH2:19][N:14]3[CH:13]=[C:12]4[N:17]=[C:9]([C:3]5[CH:4]=[CH:5][CH:6]=[C:7]([F:8])[C:2]=5[F:1])[N:10]=[C:11]4[CH:16]=[N:15]3)[O:24][N:23]=2)=[CH:26][C:27]=1[O:35][CH3:36].